This data is from Reaction yield outcomes from USPTO patents with 853,638 reactions. The task is: Predict the reaction yield, written as a fraction of the theoretical maximum amount of product (1.0 means a 100% yield; for example, 0.34 means a 34% yield). The reactants are Br[C:2]1[CH:11]=[C:10]2[C:5]([N:6]=[CH:7][C:8]([C:12]3[CH:13]=[N:14][N:15]([CH3:17])[CH:16]=3)=[N:9]2)=[CH:4][CH:3]=1.B1(B2OC(C)(C)C(C)(C)O2)OC(C)(C)C(C)(C)O1.C([O-])(=O)C.[K+].Br[C:42]1[CH:43]=[C:44]([NH:48][S:49]([N:52]([CH3:54])[CH3:53])(=[O:51])=[O:50])[CH:45]=[N:46][CH:47]=1.C(=O)(O)[O-].[Na+]. The catalyst is O1CCOCC1.O.ClCCl.CCOCC. The product is [CH3:53][N:52]([CH3:54])[S:49]([NH:48][C:44]1[CH:45]=[N:46][CH:47]=[C:42]([C:2]2[CH:11]=[C:10]3[C:5](=[CH:4][CH:3]=2)[N:6]=[CH:7][C:8]([C:12]2[CH:13]=[N:14][N:15]([CH3:17])[CH:16]=2)=[N:9]3)[CH:43]=1)(=[O:50])=[O:51]. The yield is 0.570.